Dataset: Full USPTO retrosynthesis dataset with 1.9M reactions from patents (1976-2016). Task: Predict the reactants needed to synthesize the given product. (1) Given the product [C:21]1([C:9]2[NH:10][C:11]3[CH:12]=[CH:13][CH:14]=[C:6]([OH:5])[C:7]=3[CH:8]=2)[CH2:25][CH2:24][CH2:23][CH:22]=1, predict the reactants needed to synthesize it. The reactants are: C([Si](C(C)C)(C(C)C)[O:5][C:6]1[CH:14]=[CH:13][CH:12]=[C:11]2[C:7]=1[CH:8]=[CH:9][NH:10]2)(C)C.[C:21]1(=O)[CH2:25][CH2:24][CH2:23][CH2:22]1. (2) Given the product [C:2]1([C:22]2[CH:27]=[CH:26][CH:25]=[CH:24][CH:23]=2)[CH:7]=[CH:6][CH:5]=[C:4]([N:8]2[CH2:13][CH2:12][C:11]([CH3:20])([C:14]3[CH:19]=[CH:18][CH:17]=[CH:16][CH:15]=3)[O:10][C:9]2=[O:21])[CH:3]=1, predict the reactants needed to synthesize it. The reactants are: Br[C:2]1[CH:3]=[C:4]([N:8]2[CH2:13][CH2:12][C:11]([CH3:20])([C:14]3[CH:19]=[CH:18][CH:17]=[CH:16][CH:15]=3)[O:10][C:9]2=[O:21])[CH:5]=[CH:6][CH:7]=1.[C:22]1(B(O)O)[CH:27]=[CH:26][CH:25]=[CH:24][CH:23]=1.C([O-])(O)=O.[Na+]. (3) Given the product [CH3:1][O:2][C:3]1[CH:8]=[CH:7][CH:6]=[CH:5][C:4]=1[C:9]1[N:10]=[C:11]2[C:17]([C:18]3[CH:23]=[CH:22][CH:21]=[CH:20][C:19]=3[O:24][CH3:25])=[CH:16][NH:15][C:12]2=[N:13][CH:14]=1, predict the reactants needed to synthesize it. The reactants are: [CH3:1][O:2][C:3]1[CH:8]=[CH:7][CH:6]=[CH:5][C:4]=1[C:9]1[N:10]=[C:11]2[C:17]([C:18]3[CH:23]=[CH:22][CH:21]=[CH:20][C:19]=3[O:24][CH3:25])=[CH:16][N:15](S(C3C=CC(C)=CC=3)(=O)=O)[C:12]2=[N:13][CH:14]=1.[OH-].[Na+]. (4) Given the product [CH:35]1([CH2:34][N:32]([CH3:33])[C:30]([C:26]2[CH:25]=[C:24]([C:20]3[N:19]=[C:18]([N:11]([C:12]4[CH:17]=[CH:16][CH:15]=[CH:14][CH:13]=4)[CH2:41][C:40]#[CH:39])[N:23]=[CH:22][N:21]=3)[CH:29]=[CH:28][N:27]=2)=[O:31])[CH2:37][CH2:36]1, predict the reactants needed to synthesize it. The reactants are: C[Si](C)(C)N[Si](C)(C)C.[Li].[NH:11]([C:18]1[N:23]=[CH:22][N:21]=[C:20]([C:24]2[CH:29]=[CH:28][N:27]=[C:26]([C:30]([N:32]([CH2:34][CH:35]3[CH2:37][CH2:36]3)[CH3:33])=[O:31])[CH:25]=2)[N:19]=1)[C:12]1[CH:17]=[CH:16][CH:15]=[CH:14][CH:13]=1.Br[CH2:39][C:40]#[CH:41].O.